Dataset: Catalyst prediction with 721,799 reactions and 888 catalyst types from USPTO. Task: Predict which catalyst facilitates the given reaction. (1) Reactant: [Br:1][C:2]1[C:3](Cl)=[N:4][CH:5]=[CH:6][CH:7]=1.[CH3:9][OH:10].C[O-].[Na+].O. Product: [Br:1][C:2]1[C:3]([O:10][CH3:9])=[N:4][CH:5]=[CH:6][CH:7]=1. The catalyst class is: 3. (2) Reactant: [Cl:1][C:2]1[CH:7]=[CH:6][C:5]([S:8]([N:11]([CH:17]([CH2:22][CH3:23])[C:18]([O:20]C)=[O:19])[CH:12]([CH2:15][CH3:16])[C:13]#[CH:14])(=[O:10])=[O:9])=[CH:4][CH:3]=1.O.[OH-].[Li+].O. Product: [Cl:1][C:2]1[CH:3]=[CH:4][C:5]([S:8]([N:11]([CH:17]([CH2:22][CH3:23])[C:18]([OH:20])=[O:19])[CH:12]([CH2:15][CH3:16])[C:13]#[CH:14])(=[O:9])=[O:10])=[CH:6][CH:7]=1. The catalyst class is: 1. (3) Reactant: [F:1][C:2]1[CH:7]=[CH:6][C:5]([C:8]2[N:12]=[N:11][N:10]([CH2:13][Si](C)(C)C)[C:9]=2[CH2:18][OH:19])=[CH:4][CH:3]=1.O.[F-].C([N+](CCCC)(CCCC)CCCC)CCC. Product: [F:1][C:2]1[CH:3]=[CH:4][C:5]([C:8]2[N:12]=[N:11][N:10]([CH3:13])[C:9]=2[CH2:18][OH:19])=[CH:6][CH:7]=1. The catalyst class is: 1. (4) Reactant: [Cl:1][C:2]1[CH:7]=[C:6]([C:8]2(O)[CH2:11][O:10][CH2:9]2)[CH:5]=[CH:4][N:3]=1.CCN(S(F)(F)[F:19])CC. Product: [Cl:1][C:2]1[CH:7]=[C:6]([C:8]2([F:19])[CH2:11][O:10][CH2:9]2)[CH:5]=[CH:4][N:3]=1. The catalyst class is: 4.